From a dataset of Reaction yield outcomes from USPTO patents with 853,638 reactions. Predict the reaction yield, written as a fraction of the theoretical maximum amount of product (1.0 means a 100% yield; for example, 0.34 means a 34% yield). (1) The reactants are [OH:1][C:2]1[CH:7]=[CH:6][C:5]([C:8](=[S:10])[NH2:9])=[CH:4][C:3]=1[CH2:11][CH2:12][CH3:13].Cl[CH:15]1[CH2:20][CH2:19][CH2:18][CH2:17][C:16]1=O. The catalyst is C1(C)C=CC=CC=1.O.C1(C)C=CC(S(O)(=O)=O)=CC=1. The product is [CH2:11]([C:3]1[CH:4]=[C:5]([C:8]2[S:10][C:15]3[CH2:20][CH2:19][CH2:18][CH2:17][C:16]=3[N:9]=2)[CH:6]=[CH:7][C:2]=1[OH:1])[CH2:12][CH3:13]. The yield is 0.980. (2) The reactants are C([O:3][C:4](=[O:39])[C:5]([CH3:38])([O:7][C:8]1[CH:13]=[CH:12][C:11]([O:14][CH2:15][CH2:16][C:17]2[N:18]=[C:19]([C:23]3[CH:28]=[CH:27][C:26]([B:29]4[O:33][C:32]([CH3:35])([CH3:34])[C:31]([CH3:37])([CH3:36])[O:30]4)=[CH:25][CH:24]=3)[O:20][C:21]=2[CH3:22])=[CH:10][CH:9]=1)[CH3:6])C.Cl. The catalyst is CCO.[OH-].[Na+].O. The product is [CH3:38][C:5]([O:7][C:8]1[CH:13]=[CH:12][C:11]([O:14][CH2:15][CH2:16][C:17]2[N:18]=[C:19]([C:23]3[CH:24]=[CH:25][C:26]([B:29]4[O:33][C:32]([CH3:35])([CH3:34])[C:31]([CH3:37])([CH3:36])[O:30]4)=[CH:27][CH:28]=3)[O:20][C:21]=2[CH3:22])=[CH:10][CH:9]=1)([CH3:6])[C:4]([OH:39])=[O:3]. The yield is 0.940. (3) The reactants are [C:1]([O:5][C:6]([N:8]([CH2:16][C:17]1[CH:18]=[C:19]([O:24][CH3:25])[CH:20]=[CH:21][C:22]=1Br)[C:9]([O:11][C:12]([CH3:15])([CH3:14])[CH3:13])=[O:10])=[O:7])([CH3:4])([CH3:3])[CH3:2].[C:26]([O:35][CH3:36])(=[O:34])[C:27]([CH2:29][C:30]([O:32][CH3:33])=[O:31])=[CH2:28].C1(C)C=CC=CC=1P(C1C=CC=CC=1C)C1C=CC=CC=1C.C(N(C(C)C)CC)(C)C. The catalyst is C([O-])(=O)C.[Pd+2].C([O-])(=O)C.C(#N)CC. The product is [C:26]([C:27](=[CH:28][C:22]1[CH:21]=[CH:20][C:19]([O:24][CH3:25])=[CH:18][C:17]=1[CH2:16][N:8]([C:9]([O:11][C:12]([CH3:15])([CH3:14])[CH3:13])=[O:10])[C:6]([O:5][C:1]([CH3:4])([CH3:3])[CH3:2])=[O:7])[CH2:29][C:30]([O:32][CH3:33])=[O:31])([O:35][CH3:36])=[O:34]. The yield is 0.660.